From a dataset of Forward reaction prediction with 1.9M reactions from USPTO patents (1976-2016). Predict the product of the given reaction. (1) Given the reactants [F:1][C:2]1[CH:8]=[C:7]([I:9])[C:6]([F:10])=[CH:5][C:3]=1[NH2:4].[CH3:11][S:12](Cl)(=[O:14])=[O:13].N1C=CC=CC=1, predict the reaction product. The product is: [F:1][C:2]1[CH:8]=[C:7]([I:9])[C:6]([F:10])=[CH:5][C:3]=1[NH:4][S:12]([CH3:11])(=[O:14])=[O:13]. (2) Given the reactants [CH:1]1([C@:4]2([OH:12])[CH2:8][CH2:7][NH:6][C@H:5]2[CH:9](C)C)[CH2:3][CH2:2]1.[F:13][C:14]1[CH:21]=[C:20](F)[CH:19]=[C:18]([F:23])[C:15]=1[C:16]#[N:17].C(=O)([O-])[O-].[Li+].[Li+], predict the reaction product. The product is: [CH:1]1([C@:4]2([OH:12])[CH2:8][CH2:7][N:6]([C:20]3[CH:21]=[C:14]([F:13])[C:15]([C:16]#[N:17])=[C:18]([F:23])[CH:19]=3)[C@H:5]2[CH3:9])[CH2:2][CH2:3]1. (3) Given the reactants ClC(Cl)(Cl)C[O:4][C:5](=[O:17])[NH:6][C:7]1[N:8]([CH3:16])[N:9]=[C:10]([C:12]([CH3:15])([CH3:14])[CH3:13])[CH:11]=1.[Cl:20][C:21]1[CH:26]=[C:25]([CH2:27][N:28]2[CH2:33][CH2:32][N:31]([CH3:34])[CH2:30][CH2:29]2)[CH:24]=[C:23]([Cl:35])[C:22]=1[C:36]1[N:40]2[CH:41]=[C:42]([O:45][C@H:46]3[C:55]4[C:50](=[CH:51][CH:52]=[CH:53][CH:54]=4)[C@@H:49]([NH2:56])[CH2:48][CH2:47]3)[CH:43]=[CH:44][C:39]2=[N:38][N:37]=1.CCN(C(C)C)C(C)C, predict the reaction product. The product is: [CH:5]([OH:17])=[O:4].[C:12]([C:10]1[CH:11]=[C:7]([NH:6][C:5]([NH:56][C@@H:49]2[C:50]3[C:55](=[CH:54][CH:53]=[CH:52][CH:51]=3)[C@H:46]([O:45][C:42]3[CH:43]=[CH:44][C:39]4[N:40]([C:36]([C:22]5[C:21]([Cl:20])=[CH:26][C:25]([CH2:27][N:28]6[CH2:33][CH2:32][N:31]([CH3:34])[CH2:30][CH2:29]6)=[CH:24][C:23]=5[Cl:35])=[N:37][N:38]=4)[CH:41]=3)[CH2:47][CH2:48]2)=[O:17])[N:8]([CH3:16])[N:9]=1)([CH3:13])([CH3:14])[CH3:15]. (4) The product is: [C:52]([O:51][C:49](=[O:50])[N:47]([CH:45]([C:44](=[O:56])[NH:43][CH:22]([C:23]([N:24]1[CH:28]([C:29](=[O:41])[NH:30][CH:31]2[C:40]3[C:35](=[CH:36][CH:37]=[CH:38][CH:39]=3)[CH2:34][CH2:33][CH2:32]2)[CH2:27][S:26][CH2:25]1)=[O:42])[CH2:21][CH2:20][CH2:19][CH2:18][NH2:17])[CH3:46])[CH3:48])([CH3:53])([CH3:54])[CH3:55]. Given the reactants C1C2C(COC(=O)[NH:17][CH2:18][CH2:19][CH2:20][CH2:21][CH:22]([NH:43][C:44](=[O:56])[CH:45]([N:47]([C:49]([O:51][C:52]([CH3:55])([CH3:54])[CH3:53])=[O:50])[CH3:48])[CH3:46])[C:23](=[O:42])[N:24]3[CH:28]([C:29](=[O:41])[NH:30][CH:31]4[C:40]5[C:35](=[CH:36][CH:37]=[CH:38][CH:39]=5)[CH2:34][CH2:33][CH2:32]4)[CH2:27][S:26][CH2:25]3)C3C(=CC=CC=3)C=2C=CC=1.C(NCC)C, predict the reaction product. (5) Given the reactants [NH:1]1[CH2:6][CH2:5][CH2:4][C@@H:3]([NH:7][C:8](=[O:14])[O:9][C:10]([CH3:13])([CH3:12])[CH3:11])[CH2:2]1.[CH3:15][NH:16][C:17]1[CH:25]=[CH:24][C:20]([C:21](O)=[O:22])=[CH:19][C:18]=1[N+:26]([O-:28])=[O:27].CN(C(ON1N=NC2C=CC=NC1=2)=[N+](C)C)C.F[P-](F)(F)(F)(F)F.CCN(C(C)C)C(C)C, predict the reaction product. The product is: [C:10]([O:9][C:8](=[O:14])[NH:7][C@@H:3]1[CH2:4][CH2:5][CH2:6][N:1]([C:21](=[O:22])[C:20]2[CH:24]=[CH:25][C:17]([NH:16][CH3:15])=[C:18]([N+:26]([O-:28])=[O:27])[CH:19]=2)[CH2:2]1)([CH3:11])([CH3:13])[CH3:12]. (6) Given the reactants Cl[C:2]1[N:7]=[C:6](Cl)[C:5]([F:9])=[CH:4][N:3]=1.[CH3:10][O:11][C:12]1[CH:13]=[C:14]([CH:16]=[CH:17][CH:18]=1)[NH2:15], predict the reaction product. The product is: [CH3:10][O:11][C:12]1[CH:13]=[C:14]([NH:15][C:2]2[N:7]=[C:6]([NH:15][C:14]3[CH:16]=[CH:17][CH:18]=[C:12]([O:11][CH3:10])[CH:13]=3)[C:5]([F:9])=[CH:4][N:3]=2)[CH:16]=[CH:17][CH:18]=1.